Dataset: Peptide-MHC class I binding affinity with 185,985 pairs from IEDB/IMGT. Task: Regression. Given a peptide amino acid sequence and an MHC pseudo amino acid sequence, predict their binding affinity value. This is MHC class I binding data. (1) The peptide sequence is FMDGKQACVL. The MHC is HLA-A02:06 with pseudo-sequence HLA-A02:06. The binding affinity (normalized) is 0.397. (2) The peptide sequence is LRTELTYLQY. The MHC is Mamu-B03 with pseudo-sequence Mamu-B03. The binding affinity (normalized) is 0.125. (3) The peptide sequence is YTTKYPNL. The MHC is H-2-Kb with pseudo-sequence H-2-Kb. The binding affinity (normalized) is 0.707. (4) The peptide sequence is WLSTYAVRITW. The MHC is Mamu-B52 with pseudo-sequence Mamu-B52. The binding affinity (normalized) is 0.444. (5) The peptide sequence is SSLRYGNVL. The MHC is HLA-B57:01 with pseudo-sequence HLA-B57:01. The binding affinity (normalized) is 0.0847. (6) The peptide sequence is QNPTMLYNK. The MHC is HLA-A33:01 with pseudo-sequence HLA-A33:01. The binding affinity (normalized) is 0.0700. (7) The peptide sequence is CVGDHQAAM. The MHC is HLA-A02:06 with pseudo-sequence HLA-A02:06. The binding affinity (normalized) is 0.0131.